This data is from Forward reaction prediction with 1.9M reactions from USPTO patents (1976-2016). The task is: Predict the product of the given reaction. Given the reactants C[O:2][C:3]([C:5]1[NH:6][C:7]2[C:12]([CH:13]=1)=[CH:11][C:10]([S:14]([CH3:17])(=[O:16])=[O:15])=[CH:9][CH:8]=2)=[O:4].[Li+].[OH-].C(O)(=O)C, predict the reaction product. The product is: [CH3:17][S:14]([C:10]1[CH:11]=[C:12]2[C:7](=[CH:8][CH:9]=1)[NH:6][C:5]([C:3]([OH:4])=[O:2])=[CH:13]2)(=[O:16])=[O:15].